Dataset: Full USPTO retrosynthesis dataset with 1.9M reactions from patents (1976-2016). Task: Predict the reactants needed to synthesize the given product. (1) The reactants are: [CH:1]1([CH2:4][N:5]([C:11](=[O:20])[C:12]2[CH:17]=[CH:16][C:15]([CH:18]=O)=[CH:14][CH:13]=2)[CH2:6][CH2:7][C:8]([OH:10])=[O:9])[CH2:3][CH2:2]1.[C:21]([CH:25]1[CH2:30][CH2:29][CH:28]([NH2:31])[CH2:27][CH2:26]1)([CH3:24])([CH3:23])[CH3:22].C(O)(=O)C.C([BH3-])#N.[Na+]. Given the product [C:21]([CH:25]1[CH2:26][CH2:27][CH:28]([NH:31][CH2:18][C:15]2[CH:16]=[CH:17][C:12]([C:11]([N:5]([CH2:4][CH:1]3[CH2:3][CH2:2]3)[CH2:6][CH2:7][C:8]([OH:10])=[O:9])=[O:20])=[CH:13][CH:14]=2)[CH2:29][CH2:30]1)([CH3:24])([CH3:22])[CH3:23], predict the reactants needed to synthesize it. (2) Given the product [N:6]1[CH:7]=[CH:8][CH:9]=[N:10][C:5]=1[C:3]1[N:4]=[C:22]([C:13]2[C:14]3[C:19](=[CH:18][CH:17]=[CH:16][CH:15]=3)[CH:20]=[CH:21][C:12]=2[OH:11])[NH:1][N:2]=1, predict the reactants needed to synthesize it. The reactants are: [NH2:1][NH:2][C:3]([C:5]1[N:10]=[CH:9][CH:8]=[CH:7][N:6]=1)=[NH:4].[OH:11][C:12]1[CH:21]=[CH:20][C:19]2[C:14](=[CH:15][CH:16]=[CH:17][CH:18]=2)[C:13]=1[CH:22]=O. (3) Given the product [C:16]([C:20]1[CH:21]=[CH:22][C:23]([N:26]2[CH:39]([OH:40])[C:33]3[CH:32]=[CH:31][N:30]=[C:29]([F:34])[C:28]=3[C:27]2=[O:35])=[CH:24][CH:25]=1)([CH3:19])([CH3:17])[CH3:18], predict the reactants needed to synthesize it. The reactants are: CC1(C)CCCC(C)(C)N1.[Li]CCCC.[C:16]([C:20]1[CH:25]=[CH:24][C:23]([NH:26][C:27](=[O:35])[C:28]2[CH:33]=[CH:32][CH:31]=[N:30][C:29]=2[F:34])=[CH:22][CH:21]=1)([CH3:19])([CH3:18])[CH3:17].CN([CH:39]=[O:40])C.Cl.C([O-])([O-])=O.[Na+].[Na+]. (4) Given the product [N:1]([S:2]([C:5]1[C:6]([C:11]([O:13][CH3:14])=[O:12])=[CH:7][S:8][C:9]=1[CH3:10])(=[O:4])=[O:3])=[C:21]=[O:22], predict the reactants needed to synthesize it. The reactants are: [NH2:1][S:2]([C:5]1[C:6]([C:11]([O:13][CH3:14])=[O:12])=[CH:7][S:8][C:9]=1[CH3:10])(=[O:4])=[O:3].C(N=[C:21]=[O:22])CCCC.C(Cl)(Cl)=O. (5) Given the product [Br:39][CH2:40][CH2:41][N:11]1[C:12]2[CH:17]=[CH:16][CH:15]=[CH:14][C:13]=2[N:9]([C:3]2[CH:4]=[CH:5][C:6]([F:8])=[CH:7][C:2]=2[Cl:1])[S:10]1(=[O:18])=[O:19], predict the reactants needed to synthesize it. The reactants are: [Cl:1][C:2]1[CH:7]=[C:6]([F:8])[CH:5]=[CH:4][C:3]=1[N:9]1[C:13]2[CH:14]=[CH:15][CH:16]=[CH:17][C:12]=2[NH:11][S:10]1(=[O:19])=[O:18].C1(P(C2C=CC=CC=2)C2C=CC=CC=2)C=CC=CC=1.[Br:39][CH2:40][CH2:41]O.CC(OC(/N=N/C(OC(C)C)=O)=O)C. (6) Given the product [NH2:7][C:8]1[CH:13]=[CH:12][CH:11]=[CH:10][C:9]=1[NH:14][C:15](=[O:46])/[CH:16]=[CH:17]/[C:18]1[CH:19]=[CH:20][C:21]([CH:24]([C:36](=[O:45])[NH:37][C:38]2[CH:43]=[CH:42][C:41]([Cl:44])=[CH:40][CH:39]=2)[CH2:25][N:26]2[CH2:30][CH2:29][CH:28]([N:31]([CH2:34][CH3:35])[CH2:32][CH3:33])[CH2:27]2)=[CH:22][CH:23]=1, predict the reactants needed to synthesize it. The reactants are: C(OC(=O)[NH:7][C:8]1[CH:13]=[CH:12][CH:11]=[CH:10][C:9]=1[NH:14][C:15](=[O:46])/[CH:16]=[CH:17]/[C:18]1[CH:23]=[CH:22][C:21]([CH:24]([C:36](=[O:45])[NH:37][C:38]2[CH:43]=[CH:42][C:41]([Cl:44])=[CH:40][CH:39]=2)[CH2:25][N:26]2[CH2:30][CH2:29][CH:28]([N:31]([CH2:34][CH3:35])[CH2:32][CH3:33])[CH2:27]2)=[CH:20][CH:19]=1)(C)(C)C.C(O)(C(F)(F)F)=O.C([O-])(O)=O.[Na+]. (7) Given the product [Cl:32][C:33]1[CH:34]=[C:35]([C:36]2[O:38][N:49]=[C:48]([C:50]3[CH:59]=[CH:58][CH:57]=[C:56]4[C:51]=3[CH:52]=[CH:53][N:54]=[CH:55]4)[N:47]=2)[CH:39]=[CH:40][C:41]=1[O:42][CH:43]([CH3:45])[CH3:44], predict the reactants needed to synthesize it. The reactants are: CN(C(ON1N=NC2C=CC=NC1=2)=[N+](C)C)C.F[P-](F)(F)(F)(F)F.C(N(CC)CC)C.[Cl:32][C:33]1[CH:34]=[C:35]([CH:39]=[CH:40][C:41]=1[O:42][CH:43]([CH3:45])[CH3:44])[C:36]([OH:38])=O.O[NH:47][C:48]([C:50]1[C:51]2[CH:52]=[CH:53][N:54]=[CH:55][C:56]=2[CH:57]=[CH:58][CH:59]=1)=[NH:49]. (8) Given the product [CH2:31]([O:30][P:29]([C:2]1[CH:7]=[CH:6][CH:5]=[CH:4][C:3]=1[NH:8][C:9]([C:11]1[C:12](=[O:28])[N:13]([CH2:23][CH2:24][CH:25]2[CH2:27][CH2:26]2)[C:14]2[C:19]([C:20]=1[OH:21])=[CH:18][C:17]([F:22])=[CH:16][CH:15]=2)=[NH:10])([O:33][CH2:34][CH3:35])=[O:36])[CH3:32], predict the reactants needed to synthesize it. The reactants are: Br[C:2]1[CH:7]=[CH:6][CH:5]=[CH:4][C:3]=1[NH:8][C:9]([C:11]1[C:12](=[O:28])[N:13]([CH2:23][CH2:24][CH:25]2[CH2:27][CH2:26]2)[C:14]2[C:19]([C:20]=1[OH:21])=[CH:18][C:17]([F:22])=[CH:16][CH:15]=2)=[NH:10].[P:29]([O:36]CC)([O:33][CH2:34][CH3:35])[O:30][CH2:31][CH3:32]. (9) Given the product [CH2:36]([O:35][C:30]1[C:29]([C:17]2([NH:15][C:12]3[CH:13]=[CH:14][C:9]([CH2:8][N:5]4[CH2:6][CH2:7][N:2]([CH3:1])[CH2:3][CH2:4]4)=[CH:10][CH:11]=3)[C:25]3[C:20](=[CH:21][CH:22]=[C:23]([C:26]#[N:27])[CH:24]=3)[NH:19][C:18]2=[O:28])=[CH:34][CH:33]=[CH:32][N:31]=1)[CH3:37], predict the reactants needed to synthesize it. The reactants are: [CH3:1][N:2]1[CH2:7][CH2:6][N:5]([CH2:8][C:9]2[CH:14]=[CH:13][C:12]([NH2:15])=[CH:11][CH:10]=2)[CH2:4][CH2:3]1.Cl[C:17]1([C:29]2[C:30]([O:35][CH2:36][CH3:37])=[N:31][CH:32]=[CH:33][CH:34]=2)[C:25]2[C:20](=[CH:21][CH:22]=[C:23]([C:26]#[N:27])[CH:24]=2)[NH:19][C:18]1=[O:28].CCN(C(C)C)C(C)C.C([O-])(O)=O.[Na+].